The task is: Regression. Given a peptide amino acid sequence and an MHC pseudo amino acid sequence, predict their binding affinity value. This is MHC class II binding data.. This data is from Peptide-MHC class II binding affinity with 134,281 pairs from IEDB. (1) The peptide sequence is VGLLEWIFRALKYDF. The MHC is DRB1_0101 with pseudo-sequence DRB1_0101. The binding affinity (normalized) is 0.360. (2) The peptide sequence is SGITLKQATTAPCAV. The MHC is DRB1_0404 with pseudo-sequence DRB1_0404. The binding affinity (normalized) is 0.465. (3) The peptide sequence is QYIKANSKFIGITE. The MHC is HLA-DPA10201-DPB10101 with pseudo-sequence HLA-DPA10201-DPB10101. The binding affinity (normalized) is 0.377. (4) The peptide sequence is EKKYFAATQFEILAA. The MHC is HLA-DQA10501-DQB10301 with pseudo-sequence HLA-DQA10501-DQB10301. The binding affinity (normalized) is 0.527. (5) The peptide sequence is EKKYFAATQFEPQAA. The MHC is HLA-DQA10401-DQB10402 with pseudo-sequence HLA-DQA10401-DQB10402. The binding affinity (normalized) is 0.545. (6) The peptide sequence is RRAIDLPTHENHGLK. The MHC is DRB4_0103 with pseudo-sequence DRB4_0103. The binding affinity (normalized) is 0.342. (7) The peptide sequence is LPRLIAFTSEHSHFS. The MHC is DRB1_1501 with pseudo-sequence DRB1_1501. The binding affinity (normalized) is 0.806. (8) The peptide sequence is YFVAILDYLNHMAKE. The MHC is HLA-DQA10301-DQB10302 with pseudo-sequence HLA-DQA10301-DQB10302. The binding affinity (normalized) is 0.256.